This data is from Peptide-MHC class II binding affinity with 134,281 pairs from IEDB. The task is: Regression. Given a peptide amino acid sequence and an MHC pseudo amino acid sequence, predict their binding affinity value. This is MHC class II binding data. (1) The peptide sequence is KPVSQLRMATPLLMRPM. The MHC is H-2-IAd with pseudo-sequence H-2-IAd. The binding affinity (normalized) is 0.415. (2) The peptide sequence is VIPAGELQVIEKVDA. The MHC is DRB1_0405 with pseudo-sequence DRB1_0405. The binding affinity (normalized) is 0.257. (3) The peptide sequence is FDLRAQGINLIIHYV. The MHC is DRB5_0101 with pseudo-sequence DRB5_0101. The binding affinity (normalized) is 0.427. (4) The peptide sequence is MKTGRRGSANGKTLG. The MHC is HLA-DQA10303-DQB10402 with pseudo-sequence HLA-DQA10303-DQB10402. The binding affinity (normalized) is 0. (5) The peptide sequence is AAVPAVGAAAGAPAA. The MHC is HLA-DPA10301-DPB10402 with pseudo-sequence HLA-DPA10301-DPB10402. The binding affinity (normalized) is 0.0959. (6) The peptide sequence is NPIASTNDDEVLIEV. The MHC is DRB1_0901 with pseudo-sequence DRB1_0901. The binding affinity (normalized) is 0.146. (7) The peptide sequence is GLNITGVTCGPGHGI. The MHC is HLA-DQA10401-DQB10402 with pseudo-sequence HLA-DQA10401-DQB10402. The binding affinity (normalized) is 0.0235. (8) The peptide sequence is LEHEMWRSRADEINA. The MHC is HLA-DQA10601-DQB10402 with pseudo-sequence HLA-DQA10601-DQB10402. The binding affinity (normalized) is 0.453. (9) The peptide sequence is TQCMNIMESIPANTI. The MHC is HLA-DPA10201-DPB10501 with pseudo-sequence HLA-DPA10201-DPB10501. The binding affinity (normalized) is 0. (10) The peptide sequence is ESTGGAYDTYKSIPS. The MHC is DRB1_1501 with pseudo-sequence DRB1_1501. The binding affinity (normalized) is 0.413.